From a dataset of Full USPTO retrosynthesis dataset with 1.9M reactions from patents (1976-2016). Predict the reactants needed to synthesize the given product. (1) Given the product [C:1]([O:5][C:6]([N:8]1[CH2:12][CH2:11][CH2:10][CH:9]1[CH2:13][O:14][C:15]1[CH:20]=[CH:19][C:18]([OH:21])=[CH:17][CH:16]=1)=[O:7])([CH3:4])([CH3:2])[CH3:3], predict the reactants needed to synthesize it. The reactants are: [C:1]([O:5][C:6]([N:8]1[CH2:12][CH2:11][CH2:10][CH:9]1[CH2:13][O:14][C:15]1[CH:20]=[CH:19][C:18]([O:21]CC2C=CC=CC=2)=[CH:17][CH:16]=1)=[O:7])([CH3:4])([CH3:3])[CH3:2].CCO. (2) The reactants are: CS(Cl)(=O)=O.[CH3:6][O:7][C:8]([C:10]1[C:11]([N:23]([S:32]([C:35]2[CH:40]=[CH:39][C:38]([F:41])=[CH:37][C:36]=2/[CH:42]=[CH:43]\[CH2:44]O)(=[O:34])=[O:33])[CH2:24][O:25][CH2:26][CH2:27][Si:28]([CH3:31])([CH3:30])[CH3:29])=[CH:12][CH:13]=[C:14]2[C:19]=1[O:18][CH2:17][C:16]1[O:20][CH:21]=[CH:22][C:15]2=1)=[O:9].[CH:46]([N:49](C(C)C)CC)(C)[CH3:47].C(N)C. Given the product [CH2:46]([NH:49][CH2:44]/[CH:43]=[CH:42]\[C:36]1[CH:37]=[C:38]([F:41])[CH:39]=[CH:40][C:35]=1[S:32]([N:23]([C:11]1[C:10]([C:8]([O:7][CH3:6])=[O:9])=[C:19]2[C:14]([C:15]3[CH:22]=[CH:21][O:20][C:16]=3[CH2:17][O:18]2)=[CH:13][CH:12]=1)[CH2:24][O:25][CH2:26][CH2:27][Si:28]([CH3:31])([CH3:30])[CH3:29])(=[O:33])=[O:34])[CH3:47], predict the reactants needed to synthesize it. (3) Given the product [Br:1][C:2]1[CH:3]=[C:4]2[C:9](=[CH:10][C:11]=1[CH2:12][N:50]1[CH2:49][CH2:47][C@H:52]([NH:53][C:56]([O:58][C:59]([CH3:62])([CH3:61])[CH3:60])=[O:57])[CH2:51]1)[N:8]=[CH:7][N:6]([N:14]([C:22]1[CH:27]=[C:26]([Cl:28])[CH:25]=[CH:24][C:23]=1[S:29]([CH2:32][CH3:33])(=[O:30])=[O:31])[C:15](=[O:21])[O:16][C:17]([CH3:20])([CH3:19])[CH3:18])[C:5]2=[O:34], predict the reactants needed to synthesize it. The reactants are: [Br:1][C:2]1[CH:3]=[C:4]2[C:9](=[CH:10][C:11]=1[CH2:12]Br)[N:8]=[CH:7][N:6]([N:14]([C:22]1[CH:27]=[C:26]([Cl:28])[CH:25]=[CH:24][C:23]=1[S:29]([CH2:32][CH3:33])(=[O:31])=[O:30])[C:15](=[O:21])[O:16][C:17]([CH3:20])([CH3:19])[CH3:18])[C:5]2=[O:34].CC(OC(N(C(OC(C)(C)C)=O)C1C(C(OCC)=O)=CC(Cl)=[C:47]([CH2:49][N:50]2CC[N:53]([C:56]([O:58][C:59]([CH3:62])([CH3:61])[CH3:60])=[O:57])[CH2:52][CH2:51]2)C=1)=O)(C)C.N1CC[C@H](NC(=O)OC(C)(C)C)C1.